The task is: Predict the product of the given reaction.. This data is from Forward reaction prediction with 1.9M reactions from USPTO patents (1976-2016). (1) Given the reactants [F:1][C:2]([F:12])([F:11])[C:3]1[CH:4]=[C:5]([CH:8]=[CH:9][CH:10]=1)[C:6]#[N:7].Cl.[NH2:14][OH:15].CCN(CC)CC, predict the reaction product. The product is: [OH:15]/[N:14]=[C:6](\[NH2:7])/[C:5]1[CH:8]=[CH:9][CH:10]=[C:3]([C:2]([F:1])([F:11])[F:12])[CH:4]=1. (2) The product is: [CH3:34][C:20]1[CH:21]=[C:22]([O:25][C:26]2[CH:31]=[CH:30][CH:29]=[C:28]([CH2:32][NH:33][C:11]([C:6]3[NH:7][C:8]4[C:4]([CH:5]=3)=[CH:3][C:2]([CH3:1])=[CH:10][CH:9]=4)=[O:13])[CH:27]=2)[CH:23]=[CH:24][C:19]=1[CH2:18][CH2:17][C:16]([OH:35])=[O:15]. Given the reactants [CH3:1][C:2]1[CH:3]=[C:4]2[C:8](=[CH:9][CH:10]=1)[NH:7][C:6]([C:11]([OH:13])=O)=[CH:5]2.C[O:15][C:16](=[O:35])[CH2:17][CH2:18][C:19]1[CH:24]=[CH:23][C:22]([O:25][C:26]2[CH:31]=[CH:30][CH:29]=[C:28]([CH2:32][NH2:33])[CH:27]=2)=[CH:21][C:20]=1[CH3:34], predict the reaction product. (3) Given the reactants [Cl:1][CH2:2][CH2:3][CH2:4][O:5][C:6]1[CH:11]=[CH:10][C:9]([C:12]2[S:13][C:14]3[CH2:19][CH:18]([C:20]([O:22]C)=[O:21])[CH2:17][C:15]=3[N:16]=2)=[CH:8][CH:7]=1.O.[OH-].[Li+], predict the reaction product. The product is: [Cl:1][CH2:2][CH2:3][CH2:4][O:5][C:6]1[CH:7]=[CH:8][C:9]([C:12]2[S:13][C:14]3[CH2:19][CH:18]([C:20]([OH:22])=[O:21])[CH2:17][C:15]=3[N:16]=2)=[CH:10][CH:11]=1.